From a dataset of Catalyst prediction with 721,799 reactions and 888 catalyst types from USPTO. Predict which catalyst facilitates the given reaction. (1) Reactant: [Br:1][C:2]1[CH:7]=[C:6]([CH3:8])[N:5]=[C:4]([O:9][Si](C(C)(C)C)(C)C)[CH:3]=1.CC([O-])=O.[K+]. Product: [Br:1][C:2]1[CH:7]=[C:6]([CH3:8])[N:5]=[C:4]([OH:9])[CH:3]=1. The catalyst class is: 12. (2) Reactant: [NH2:1][C:2]1[CH:3]=[N:4][CH:5]=[CH:6][C:7]=1[C@H:8]1[CH2:13][C@@H:12]([NH:14][C:15](=[O:21])[O:16][C:17]([CH3:20])([CH3:19])[CH3:18])[C@@H:11]([O:22][CH2:23][CH2:24][C:25]#[N:26])[C@@H:10]([CH3:27])[CH2:9]1.[C:28](N1C=CN=C1)(N1C=CN=C1)=[S:29]. Product: [C:25]([CH2:24][CH2:23][O:22][C@H:11]1[C@@H:10]([CH3:27])[CH2:9][C@@H:8]([C:7]2[CH:6]=[CH:5][N:4]=[CH:3][C:2]=2[N:1]=[C:28]=[S:29])[CH2:13][C@H:12]1[NH:14][C:15](=[O:21])[O:16][C:17]([CH3:20])([CH3:19])[CH3:18])#[N:26]. The catalyst class is: 7. (3) Reactant: CC(C)([O-])C.[K+].[Br:7][C:8]1[CH:13]=[C:12]([O:14][CH3:15])[C:11]([N+:16]([O-:18])=[O:17])=[CH:10][C:9]=1[F:19].CO. Product: [Br:7][C:8]1[CH:13]=[C:12]([O:14][CH3:15])[C:11]([N+:16]([O-:18])=[O:17])=[CH:10][C:9]=1[F:19]. The catalyst class is: 1. (4) Reactant: [NH2:1][C:2]1[CH:7]=[CH:6][C:5]([OH:8])=[CH:4][C:3]=1[N+:9]([O-:11])=[O:10].C[Si]([N-][Si](C)(C)C)(C)C.[K+].Cl[C:23]1[CH:28]=[CH:27][N:26]=[C:25]([C:29]([NH:31][CH3:32])=[O:30])[CH:24]=1.C(=O)([O-])[O-].[K+].[K+]. Product: [NH2:1][C:2]1[CH:7]=[CH:6][C:5]([O:8][C:23]2[CH:28]=[CH:27][N:26]=[C:25]([C:29]([NH:31][CH3:32])=[O:30])[CH:24]=2)=[CH:4][C:3]=1[N+:9]([O-:11])=[O:10]. The catalyst class is: 3. (5) Reactant: [F:1][C:2]1[CH:3]=[C:4]([CH2:8][CH2:9][NH:10][C:11]2[S:12][CH2:13][C:14](=[O:16])[N:15]=2)[CH:5]=[CH:6][CH:7]=1.C(O[Na])(C)=O.[CH:22]([C:24]1[N:25]=[C:26]2[C:31](=[CH:32][CH:33]=1)[N:30]=[CH:29][C:28]([C:34]#[N:35])=[C:27]2[O:36][CH:37]([CH3:39])[CH3:38])=O. Product: [F:1][C:2]1[CH:3]=[C:4]([CH2:8][CH2:9][NH:10][C:11]2[S:12][C:13](=[CH:22][C:24]3[N:25]=[C:26]4[C:31](=[CH:32][CH:33]=3)[N:30]=[CH:29][C:28]([C:34]#[N:35])=[C:27]4[O:36][CH:37]([CH3:39])[CH3:38])[C:14](=[O:16])[N:15]=2)[CH:5]=[CH:6][CH:7]=1. The catalyst class is: 52. (6) Reactant: [N:1]1[CH:6]=[CH:5][CH:4]=[CH:3][C:2]=1[O:7][C:8]1[CH:16]=[CH:15][C:11](C(O)=O)=[CH:10][CH:9]=1.O[N:18]1C(=O)CC[C:19]1=O.CCN=C=NC[CH2:31][CH2:32]N(C)C.Cl.C([O-])([O-])=[O:38].[Na+].[Na+].[CH3:43][C:44]1([CH3:53])[CH2:49][CH:48]([NH2:50])[CH2:47][C:46]([CH3:52])([CH3:51])[NH:45]1. Product: [CH3:19][NH:18][C:6]1[N:1]=[C:2]([O:7][CH2:8][C:16]2[CH:15]=[CH:11][C:10]([C:9]([NH:50][CH:48]3[CH2:47][C:46]([CH3:52])([CH3:51])[NH:45][C:44]([CH3:53])([CH3:43])[CH2:49]3)=[O:38])=[CH:32][CH:31]=2)[CH:3]=[CH:4][CH:5]=1. The catalyst class is: 2.